From a dataset of Reaction yield outcomes from USPTO patents with 853,638 reactions. Predict the reaction yield, written as a fraction of the theoretical maximum amount of product (1.0 means a 100% yield; for example, 0.34 means a 34% yield). (1) The reactants are [O:1]=[C:2]1[CH2:7][CH2:6][CH:5]([C:8]([O:10][CH2:11][CH3:12])=[O:9])[CH2:4][CH2:3]1.O.C1(C)C=CC(S(O)(=O)=O)=CC=1.C1C=CC=CC=1.[CH2:31](O)[CH2:32][OH:33]. The catalyst is C(Cl)Cl. The product is [O:33]1[C:2]2([CH2:7][CH2:6][CH:5]([C:8]([O:10][CH2:11][CH3:12])=[O:9])[CH2:4][CH2:3]2)[O:1][CH2:31][CH2:32]1. The yield is 0.650. (2) The reactants are [OH-].[Li+].[CH3:3][O:4][C:5]1[CH:6]=[C:7]([C:11]2[O:12][C:13]3[CH:19]=[CH:18][C:17]([C:20]([O:22]C)=[O:21])=[CH:16][C:14]=3[CH:15]=2)[CH:8]=[CH:9][CH:10]=1.Cl. The catalyst is O.O1CCCC1. The product is [CH3:3][O:4][C:5]1[CH:6]=[C:7]([C:11]2[O:12][C:13]3[CH:19]=[CH:18][C:17]([C:20]([OH:22])=[O:21])=[CH:16][C:14]=3[CH:15]=2)[CH:8]=[CH:9][CH:10]=1. The yield is 0.950.